This data is from Reaction yield outcomes from USPTO patents with 853,638 reactions. The task is: Predict the reaction yield, written as a fraction of the theoretical maximum amount of product (1.0 means a 100% yield; for example, 0.34 means a 34% yield). (1) The reactants are [CH:1]([O:4][C:5]1[CH:10]=[CH:9][C:8]([N+:11]([O-])=O)=[C:7]([CH3:14])[CH:6]=1)([CH3:3])[CH3:2].[C:15](OC(N(C)C)N(C)C)(C)(C)C. No catalyst specified. The product is [CH:1]([O:4][C:5]1[CH:6]=[C:7]2[C:8](=[CH:9][CH:10]=1)[NH:11][CH:15]=[CH:14]2)([CH3:3])[CH3:2]. The yield is 0.960. (2) The reactants are [CH3:1][N:2]([CH3:16])[C:3]1[CH:8]=[CH:7][C:6]([C:9]2[S:10][C:11]([CH:14]=O)=[CH:12][N:13]=2)=[CH:5][CH:4]=1.C[O-].[Na+].[CH2:20]1[O:37][CH2:36][CH2:35]O[CH2:35][CH2:36][O:37][CH2:20][CH2:20][O:37][CH2:36][CH2:35]O[CH2:35][CH2:36][O:37][CH2:20]1.O. The catalyst is CN(C=O)C. The product is [CH3:20][O:37][C:36]1[CH:35]=[CH:7][C:6](/[CH:9]=[CH:14]/[C:11]2[S:10][C:9]([C:6]3[CH:7]=[CH:8][C:3]([N:2]([CH3:16])[CH3:1])=[CH:4][CH:5]=3)=[N:13][CH:12]=2)=[CH:5][CH:4]=1. The yield is 0.690. (3) The reactants are [H-].[Na+].[CH2:3]([C:5]1[C:13]2[C:8](=[N:9][CH:10]=[C:11]([F:14])[CH:12]=2)[NH:7][CH:6]=1)[CH3:4].C[N:16](C=O)C. The product is [CH2:3]([C:5]1[C:13]2[C:8](=[N:9][CH:10]=[C:11]([F:14])[CH:12]=2)[N:7]([NH2:16])[CH:6]=1)[CH3:4]. No catalyst specified. The yield is 0.840. (4) The reactants are [CH3:1][O:2][C@H:3]1[C@@H:9]2[O:10][CH2:11][C@H:12]([O:13]C(C3C=CC=CC=3)=O)[C@@H:8]2[O:7][C@H:4]1[O:5][CH3:6].[OH-].[Na+].N1C=CC=CC=1.[CH3:30][S:31](Cl)(=[O:33])=[O:32]. The catalyst is CO.C(OCC)(=O)C.ClCCl. The product is [CH3:1][O:2][C@H:3]1[C@@H:9]2[O:10][CH2:11][C@H:12]([O:13][S:31]([CH3:30])(=[O:33])=[O:32])[C@@H:8]2[O:7][C@H:4]1[O:5][CH3:6]. The yield is 0.960. (5) The reactants are Br[CH2:2][CH2:3][CH2:4][CH2:5][CH2:6][CH2:7][N:8]([CH2:16][C:17]1[CH:22]=[CH:21][CH:20]=[CH:19][C:18]=1[O:23][CH3:24])[CH2:9][C:10]1[CH:15]=[CH:14][CH:13]=[CH:12][N:11]=1.[CH2:25]1[C:34]2[C:29](=[CH:30][CH:31]=[CH:32][CH:33]=2)[CH2:28][CH2:27][NH:26]1.C(N(CC)CC)C. The catalyst is CC#N. The product is [CH2:25]1[C:34]2[C:29](=[CH:30][CH:31]=[CH:32][CH:33]=2)[CH2:28][CH2:27][N:26]1[CH2:2][CH2:3][CH2:4][CH2:5][CH2:6][CH2:7][N:8]([CH2:16][C:17]1[CH:22]=[CH:21][CH:20]=[CH:19][C:18]=1[O:23][CH3:24])[CH2:9][C:10]1[CH:15]=[CH:14][CH:13]=[CH:12][N:11]=1. The yield is 0.730.